Dataset: Full USPTO retrosynthesis dataset with 1.9M reactions from patents (1976-2016). Task: Predict the reactants needed to synthesize the given product. (1) Given the product [CH3:27][C:26]1[C:21]([NH:20][C:17]2[CH:18]=[CH:19][C:14]([O:13][C:8]3[C:7]([CH:4]4[CH2:5][CH2:6][O:1][CH2:2][CH2:3]4)=[CH:12][CH:11]=[CH:10][N:9]=3)=[CH:15][CH:16]=2)=[N:22][CH:23]=[CH:24][CH:25]=1, predict the reactants needed to synthesize it. The reactants are: [O:1]1[CH2:6][CH:5]=[C:4]([C:7]2[C:8]([O:13][C:14]3[CH:19]=[CH:18][C:17]([NH:20][C:21]4[C:26]([CH3:27])=[CH:25][CH:24]=[CH:23][N:22]=4)=[CH:16][CH:15]=3)=[N:9][CH:10]=[CH:11][CH:12]=2)[CH2:3][CH2:2]1. (2) Given the product [NH2:61][C@H:36]([C:37]1[N:38]=[C:39]([C:55]#[C:56][C:57]([CH3:59])([OH:60])[CH3:58])[CH:40]=[CH:41][C:42]=1[C:43]1[CH:44]=[CH:45][CH:46]=[C:47]2[C:51]=1[N:50]([CH3:52])[N:49]=[C:48]2[NH:53][CH3:54])[CH2:35][C:30]1[CH:31]=[C:32]([F:34])[CH:33]=[C:28]([F:27])[CH:29]=1, predict the reactants needed to synthesize it. The reactants are: BrC1C([C@@H](NC(=O)OC(C)(C)C)CC2C=C(F)C=C(F)C=2)=NC(Br)=CC=1.[F:27][C:28]1[CH:29]=[C:30]([CH2:35][C@H:36]([NH:61]C(=O)OC(C)(C)C)[C:37]2[C:42]([C:43]3[CH:44]=[CH:45][CH:46]=[C:47]4[C:51]=3[N:50]([CH3:52])[N:49]=[C:48]4[NH:53][CH3:54])=[CH:41][CH:40]=[C:39]([C:55]#[C:56][C:57]([OH:60])([CH3:59])[CH3:58])[N:38]=2)[CH:31]=[C:32]([F:34])[CH:33]=1. (3) Given the product [CH2:36]([O:38][C:39]1[C:48]([O:49][CH3:50])=[CH:47][C:46]2[C:45]([C:51]3[CH:52]=[C:53]([C:54]([N:32]4[CH2:33][CH2:34][CH:29]([N:12]5[C:13](=[O:28])[C:14]6[S:18][C:17]([C:19]7[CH:24]=[CH:23][C:22]([F:25])=[CH:21][C:20]=7[O:26][CH3:27])=[CH:16][C:15]=6[N:10]([CH2:9][C:6]6[N:7]=[N:8][N:4]([CH2:2][CH3:3])[N:5]=6)[C:11]5=[O:35])[CH2:30][CH2:31]4)=[O:55])[CH:57]=[CH:58][CH:59]=3)=[N:44][C@@H:43]3[CH2:60][CH2:61][S:62][CH2:63][C@@H:42]3[C:41]=2[CH:40]=1)[CH3:37], predict the reactants needed to synthesize it. The reactants are: Cl.[CH2:2]([N:4]1[N:8]=[N:7][C:6]([CH2:9][N:10]2[C:15]3[CH:16]=[C:17]([C:19]4[CH:24]=[CH:23][C:22]([F:25])=[CH:21][C:20]=4[O:26][CH3:27])[S:18][C:14]=3[C:13](=[O:28])[N:12]([CH:29]3[CH2:34][CH2:33][NH:32][CH2:31][CH2:30]3)[C:11]2=[O:35])=[N:5]1)[CH3:3].[CH2:36]([O:38][C:39]1[C:48]([O:49][CH3:50])=[CH:47][C:46]2[C:45]([C:51]3[CH:52]=[C:53]([CH:57]=[CH:58][CH:59]=3)[C:54](O)=[O:55])=[N:44][C@@H:43]3[CH2:60][CH2:61][S:62][CH2:63][C@@H:42]3[C:41]=2[CH:40]=1)[CH3:37].CN(C(ON1N=NC2C=CC=CC1=2)=[N+](C)C)C.F[P-](F)(F)(F)(F)F.CCN(C(C)C)C(C)C. (4) The reactants are: [Si]([O:8][C@H:9]([C:23]1[CH:32]=[CH:31][C:30]([OH:33])=[C:29]2[C:24]=1[CH:25]=[CH:26][C:27](=[O:34])[NH:28]2)[CH2:10][NH:11][CH:12]1[CH2:17][CH2:16][N:15]([CH2:18][CH2:19][C:20]([OH:22])=O)[CH2:14][CH2:13]1)(C(C)(C)C)(C)C.CN(C(ON1N=NC2C=CC=NC1=2)=[N+](C)C)C.F[P-](F)(F)(F)(F)F.C(N(CC)CC)C.[F:66][C:67]([F:78])([F:77])[O:68][C:69]1[CH:70]=[C:71]([CH:74]=[CH:75][CH:76]=1)[CH2:72][NH2:73]. Given the product [OH:8][C@H:9]([C:23]1[CH:32]=[CH:31][C:30]([OH:33])=[C:29]2[C:24]=1[CH:25]=[CH:26][C:27](=[O:34])[NH:28]2)[CH2:10][NH:11][CH:12]1[CH2:17][CH2:16][N:15]([CH2:18][CH2:19][C:20]([NH:73][CH2:72][C:71]2[CH:74]=[CH:75][CH:76]=[C:69]([O:68][C:67]([F:66])([F:77])[F:78])[CH:70]=2)=[O:22])[CH2:14][CH2:13]1, predict the reactants needed to synthesize it. (5) Given the product [Cl:1][C:2]1[CH:3]=[N:4][CH:5]=[CH:6][C:7]=1[C:8]1[CH:13]=[C:12]2[NH:14][C:25](=[O:26])[NH:15][C:11]2=[N:10][C:9]=1[C:16]1[CH:21]=[CH:20][CH:19]=[CH:18][C:17]=1[F:22], predict the reactants needed to synthesize it. The reactants are: [Cl:1][C:2]1[CH:3]=[N:4][CH:5]=[CH:6][C:7]=1[C:8]1[C:9]([C:16]2[CH:21]=[CH:20][CH:19]=[CH:18][C:17]=2[F:22])=[N:10][C:11]([NH2:15])=[C:12]([NH2:14])[CH:13]=1.C1C[O:26][CH2:25]C1.C(N1C=CN=C1)(N1C=CN=C1)=O.